This data is from Forward reaction prediction with 1.9M reactions from USPTO patents (1976-2016). The task is: Predict the product of the given reaction. (1) The product is: [N:4]1[C:5]2[C:6](=[N:9][CH:21]=[CH:20][CH:25]=2)[CH:7]=[CH:8][CH:3]=1. Given the reactants CO[C:3]1[CH:8]=[CH:7][C:6]([NH2:9])=[CH:5][N:4]=1.C(OCC)(OCC)OCC.[CH:20]1[CH:25]=CC(C2C=CC=CC=2)=C[CH:21]=1.C1C=CC(OC2C=CC=CC=2)=CC=1, predict the reaction product. (2) Given the reactants CC1(C)C(C)(C)[O:5][B:4]([C:9]2[CH:14]=[CH:13][C:12]([C:15]3[O:16][CH:17]=[N:18][N:19]=3)=[CH:11][CH:10]=2)[O:3]1.I([O-])(=O)(=O)=O.[Na+].C(O)(=O)C, predict the reaction product. The product is: [O:16]1[CH:17]=[N:18][N:19]=[C:15]1[C:12]1[CH:11]=[CH:10][C:9]([B:4]([OH:5])[OH:3])=[CH:14][CH:13]=1.